From a dataset of Reaction yield outcomes from USPTO patents with 853,638 reactions. Predict the reaction yield, written as a fraction of the theoretical maximum amount of product (1.0 means a 100% yield; for example, 0.34 means a 34% yield). (1) The reactants are [CH3:1][O:2][C:3](=[O:12])[CH2:4][C:5]1[CH:10]=[CH:9][CH:8]=[CH:7][C:6]=1[NH2:11].[Cl:13][CH2:14][C:15](Cl)=[O:16]. No catalyst specified. The product is [CH3:1][O:2][C:3](=[O:12])[CH2:4][C:5]1[CH:10]=[CH:9][CH:8]=[CH:7][C:6]=1[NH:11][C:15](=[O:16])[CH2:14][Cl:13]. The yield is 0.940. (2) The reactants are C([O:3][C:4](=[O:36])[CH2:5][O:6][C:7]1[CH:16]=[CH:15][C:14]2[C:9](=[CH:10][CH:11]=[C:12]([C:17]3[S:21][C:20]4[CH:22]=[CH:23][CH:24]=[CH:25][C:19]=4[C:18]=3[C:26](=[O:34])[CH2:27][C:28]3[CH:33]=[CH:32][CH:31]=[CH:30][CH:29]=3)[CH:13]=2)[C:8]=1[Br:35])C.[OH-].[K+].Cl. The catalyst is C1COCC1.O. The product is [Br:35][C:8]1[C:9]2[C:14](=[CH:13][C:12]([C:17]3[S:21][C:20]4[CH:22]=[CH:23][CH:24]=[CH:25][C:19]=4[C:18]=3[C:26](=[O:34])[CH2:27][C:28]3[CH:33]=[CH:32][CH:31]=[CH:30][CH:29]=3)=[CH:11][CH:10]=2)[CH:15]=[CH:16][C:7]=1[O:6][CH2:5][C:4]([OH:36])=[O:3]. The yield is 0.246. (3) The product is [C:1]1([S:7]([C:10]2[CH:11]=[CH:12][C:13]3[O:18][CH2:17][CH2:16][N:15]([C:19](=[O:23])[CH2:20][CH2:21][NH:25][CH3:26])[C:14]=3[CH:24]=2)(=[O:9])=[O:8])[CH:6]=[CH:5][CH:4]=[CH:3][CH:2]=1. The reactants are [C:1]1([S:7]([C:10]2[CH:11]=[CH:12][C:13]3[O:18][CH2:17][CH2:16][N:15]([C:19](=[O:23])[CH2:20][CH2:21]Cl)[C:14]=3[CH:24]=2)(=[O:9])=[O:8])[CH:6]=[CH:5][CH:4]=[CH:3][CH:2]=1.[NH2:25][CH3:26]. No catalyst specified. The yield is 0.930.